From a dataset of Catalyst prediction with 721,799 reactions and 888 catalyst types from USPTO. Predict which catalyst facilitates the given reaction. Reactant: [NH2:1][C:2]1[CH:7]=[CH:6][CH:5]=[CH:4][C:3]=1[OH:8].C(=O)([O-])[O-].[K+].[K+].Br[CH2:16][CH2:17]Br. Product: [O:8]1[CH2:17][CH2:16][NH:1][C:2]2[CH:7]=[CH:6][CH:5]=[CH:4][C:3]1=2. The catalyst class is: 3.